From a dataset of Reaction yield outcomes from USPTO patents with 853,638 reactions. Predict the reaction yield, written as a fraction of the theoretical maximum amount of product (1.0 means a 100% yield; for example, 0.34 means a 34% yield). (1) The reactants are [N:1]1[CH:6]=[CH:5][C:4]([N:7]2[CH2:16][CH2:15][C:10]3([CH2:14][NH:13][CH2:12][CH2:11]3)[CH2:9][CH2:8]2)=[CH:3][CH:2]=1.CCN(C(C)C)C(C)C.[N+](C1C=CC([O:35][C:36]([N:38]2[CH2:43][CH2:42][N:41]([CH2:44][CH2:45][C:46]([O:48][CH2:49][CH3:50])=[O:47])[C:40](=[O:51])[CH2:39]2)=O)=CC=1)([O-])=O. The catalyst is CN(C=O)C. The product is [O:51]=[C:40]1[CH2:39][N:38]([C:36]([N:13]2[CH2:12][CH2:11][C:10]3([CH2:15][CH2:16][N:7]([C:4]4[CH:3]=[CH:2][N:1]=[CH:6][CH:5]=4)[CH2:8][CH2:9]3)[CH2:14]2)=[O:35])[CH2:43][CH2:42][N:41]1[CH2:44][CH2:45][C:46]([O:48][CH2:49][CH3:50])=[O:47]. The yield is 0.670. (2) The catalyst is CN(C=O)C.C(OCC)(=O)C. The yield is 0.500. The reactants are [OH:1][CH:2]1[CH2:7][CH2:6][N:5]([C:8]([O:10][C:11]([CH3:14])([CH3:13])[CH3:12])=[O:9])[CH2:4][CH2:3]1.[H-].[Na+].[CH2:17](Cl)[CH:18]=[CH:19][C:20]1[CH:25]=[CH:24][CH:23]=[CH:22][CH:21]=1. The product is [C:20]1([CH:19]=[CH:18][CH2:17][O:1][CH:2]2[CH2:3][CH2:4][N:5]([C:8]([O:10][C:11]([CH3:14])([CH3:13])[CH3:12])=[O:9])[CH2:6][CH2:7]2)[CH:25]=[CH:24][CH:23]=[CH:22][CH:21]=1. (3) The reactants are [N+:1]([C:4]1[CH:14]=[CH:13][C:7]2[NH:8][C:9](=[O:12])[CH2:10][O:11][C:6]=2[CH:5]=1)([O-:3])=[O:2].C[Si](C)(C)[N-][Si](C)(C)C.[K+].CS(O[CH2:30][CH2:31][CH2:32][N:33]([C:41]([O:43][CH2:44][C:45]1[CH:50]=[CH:49][CH:48]=[CH:47][CH:46]=1)=[O:42])[C:34]1[CH:39]=[CH:38][CH:37]=[CH:36][N+:35]=1[O-:40])(=O)=O. The catalyst is C1COCC1.CN(CC1C=C(CN(C)C)C(O)=C(CN(C)C)C=1)C.C1COCC1. The product is [N+:1]([C:4]1[CH:14]=[CH:13][C:7]2[N:8]([CH2:30][CH2:31][CH2:32][N:33]([C:41]([O:43][CH2:44][C:45]3[CH:50]=[CH:49][CH:48]=[CH:47][CH:46]=3)=[O:42])[C:34]3[CH:39]=[CH:38][CH:37]=[CH:36][N+:35]=3[O-:40])[C:9](=[O:12])[CH2:10][O:11][C:6]=2[CH:5]=1)([O-:3])=[O:2]. The yield is 0.340. (4) The reactants are [CH3:1][O:2][C:3]1[CH:4]=[C:5]([O:15][C:16]2[CH:17]=[N:18][C:19]([CH2:22][O:23][CH3:24])=[CH:20][CH:21]=2)[CH:6]=[C:7]2[C:11]=1[NH:10][C:9]([C:12](=[S:14])[NH2:13])=[CH:8]2.[C:25]([O:30][CH2:31][CH3:32])(=[O:29])[C:26]#[C:27][CH3:28].C(P(CCCC)CCCC)CCC.O1CCCC1. The yield is 0.520. The product is [CH3:1][O:2][C:3]1[CH:4]=[C:5]([O:15][C:16]2[CH:17]=[N:18][C:19]([CH2:22][O:23][CH3:24])=[CH:20][CH:21]=2)[CH:6]=[C:7]2[C:11]=1[NH:10][C:9]([C:12]1[S:14][CH:27]([CH2:26][C:25]([O:30][CH2:31][CH3:32])=[O:29])[CH2:28][N:13]=1)=[CH:8]2. The catalyst is C1(C)C=CC=CC=1. (5) The reactants are [F:1][C:2]1([CH:12]([O:17][Si](CC)(CC)CC)[C:13]([F:16])([F:15])[F:14])[CH2:7][CH2:6][N:5]([S:8]([CH3:11])(=[O:10])=[O:9])[CH2:4][CH2:3]1.[F-].C([N+](CCCC)(CCCC)CCCC)CCC.O.C(OCC)(=O)C. The catalyst is O1CCCC1. The product is [F:1][C:2]1([CH:12]([OH:17])[C:13]([F:16])([F:15])[F:14])[CH2:7][CH2:6][N:5]([S:8]([CH3:11])(=[O:10])=[O:9])[CH2:4][CH2:3]1. The yield is 0.550. (6) The reactants are [H-].[H-].[H-].[H-].[Li+].[Al+3].[O:7]=[C:8]([CH3:27])[CH:9]([CH2:15][C:16]1[CH:21]=[CH:20][CH:19]=[C:18]([O:22][C:23]([F:26])([F:25])[F:24])[CH:17]=1)[C:10](OCC)=[O:11].[OH-].[K+]. The catalyst is C1COCC1.[Na+].[Cl-]. The product is [F:24][C:23]([F:25])([F:26])[O:22][C:18]1[CH:17]=[C:16]([CH:21]=[CH:20][CH:19]=1)[CH2:15][CH:9]([CH:8]([OH:7])[CH3:27])[CH2:10][OH:11]. The yield is 0.850. (7) The reactants are [Br:1][C:2]1[CH:3]=[C:4]([O:19][C:20]2[CH:25]=[CH:24][CH:23]=[CH:22][CH:21]=2)[C:5]([NH:8][C:9]2[S:10][CH:11]=[C:12]([CH2:14][CH2:15][C:16]([OH:18])=O)[N:13]=2)=[N:6][CH:7]=1.C1C=CC2N(O)N=[N:32][C:30]=2C=1.O.CCN(C(C)C)C(C)C.CCN=C=NCCCN(C)C.CN. The catalyst is C(#N)C. The product is [Br:1][C:2]1[CH:3]=[C:4]([O:19][C:20]2[CH:25]=[CH:24][CH:23]=[CH:22][CH:21]=2)[C:5]([NH:8][C:9]2[S:10][CH:11]=[C:12]([CH2:14][CH2:15][C:16]([NH:32][CH3:30])=[O:18])[N:13]=2)=[N:6][CH:7]=1. The yield is 0.698. (8) The reactants are [H-].[H-].[H-].[H-].[Li+].[Al+3].[F:7][C:8]1[CH:13]=[CH:12][C:11]([CH2:14][CH2:15][CH2:16][CH2:17][C:18](O)=[O:19])=[CH:10][CH:9]=1.O.[OH-].[K+]. The catalyst is CCOCC. The product is [F:7][C:8]1[CH:9]=[CH:10][C:11]([CH2:14][CH2:15][CH2:16][CH2:17][CH2:18][OH:19])=[CH:12][CH:13]=1. The yield is 0.950.